This data is from Forward reaction prediction with 1.9M reactions from USPTO patents (1976-2016). The task is: Predict the product of the given reaction. Given the reactants [NH:1]1[CH2:6][CH2:5][NH:4][CH2:3][CH2:2]1.[C:7]([C:9]1[CH:10]=[CH:11][C:12]([O:19][C:20]2[CH:25]=[C:24]([CH3:26])[CH:23]=[C:22]([CH3:27])[CH:21]=2)=[C:13]([S:15](Cl)(=[O:17])=[O:16])[CH:14]=1)#[N:8], predict the reaction product. The product is: [CH3:26][C:24]1[CH:25]=[C:20]([CH:21]=[C:22]([CH3:27])[CH:23]=1)[O:19][C:12]1[CH:11]=[CH:10][C:9]([C:7]#[N:8])=[CH:14][C:13]=1[S:15]([N:1]1[CH2:6][CH2:5][NH:4][CH2:3][CH2:2]1)(=[O:17])=[O:16].